Dataset: Drug-target binding data from BindingDB using IC50 measurements. Task: Regression. Given a target protein amino acid sequence and a drug SMILES string, predict the binding affinity score between them. We predict pIC50 (pIC50 = -log10(IC50 in M); higher means more potent). Dataset: bindingdb_ic50. (1) The drug is CN1C(=O)C=CC1=O. The target is XTSFAESXKPVQQPSAFGS. The pIC50 is 5.3. (2) The drug is CCOc1ccc(C[C@@H](NC(=O)c2ccc3nc(C)ccc3c2)C(=O)N[C@@H](Cc2ccccc2)C(=O)NCc2ccc(CN)cc2)cc1. The target protein (P06870) has sequence MWFLVLCLALSLGGTGAAPPIQSRIVGGWECEQHSQPWQAALYHFSTFQCGGILVHRQWVLTAAHCISDNYQLWLGRHNLFDDENTAQFVHVSESFPHPGFNMSLLENHTRQADEDYSHDLMLLRLTEPADTITDAVKVVELPTEEPEVGSTCLASGWGSIEPENFSFPDDLQCVDLKILPNDECKKAHVQKVTDFMLCVGHLEGGKDTCVGDSGGPLMCDGVLQGVTSWGYVPCGTPNKPSVAVRVLSYVKWIEDTIAENS. The pIC50 is 5.0. (3) The compound is C[C@H](NCc1ccc(-c2ccc(C(=O)O)cn2)cc1)c1cccc2ccncc12. The target protein (O09178) has sequence MPRQFPKLNMSDLDEHVRLLAEKVFAKVLREEDSKDVMSLFTVPKDCPIGQKEAKERELQKELAEQKSVETAKRKKSFKMIRSQSMSLQMPTQDWKGPPSVSPAMSPTTPLVLGAASKPGLAPYDMPEYQRATISGDYCAGITMEDYEQAAKSLAKALMIREKYARLAYHRFPRTTAQYLAHQGESVPLEEGLPDFHPPPLPQEDPYCLDDAPPNLGYLVRMQGGVLFVYDNQTMLERQEPHSLPYPDLETYIVDMSHILALITDGPTKTYCHRRLNFLESKFSLHEMLNEMSEFKELKSNPHRDFYNVRKVDTHIHAAACMNQKHLLRFIKYTYQTEPDRTVAEKLGRKITLRQVFDSLHMDPYDLTVDSLDVHAGRQTFHGFDKFNSKYNPVGASELRDLYLKTENYLGGEYFARMVKEVARELEDSKYQYSEPRLSIYGRSPKEWSSLARWFIQHKVYSPNMRWIIQVPRIYDIFRSKKLLPSFGKMLENIFLPLFQ.... The pIC50 is 6.4. (4) The compound is C[C@@H]1[C@H](C(=O)O)[C@H]1C(N)(CC1c2ccccc2Oc2ccccc21)C(=O)O. The target protein (P31422) has sequence MKMLTRLQILMLALFSKGFLLSLGDHNFMRREIKIEGDLVLGGLFPINEKGTGTEECGRINEDRGIQRLEAMLFAIDEINKDNYLLPGVKLGVHILDTCSRDTYALEQSLEFVRASLTKVDEAEYMCPDGSYAIQENIPLLIAGVIGGSYSSVSIQVANLLRLFQIPQISYASTSAKLSDKSRYDYFARTVPPDFYQAKAMAEILRFFNWTYVSTVASEGDYGETGIEAFEQEARLRNICIATAEKVGRSNIRKSYDSVIRELLQKPNARVVVLFMRSDDSRELIAAANRVNASFTWVASDGWGAQESIVKGSEHVAYGAITLELASHPVRQFDRYFQSLNPYNNHRNPWFRDFWEQKFQCSLQNKRNHRQVCDKHLAIDSSNYEQESKIMFVVNAVYAMAHALHKMQRTLCPNTTKLCDAMKILDGKKLYKEYLLKINFTAPFNPNKGADSIVKFDTFGDGMGRYNVFNLQQTGGKYSYLKVGHWAETLSLDVDSIHWS.... The pIC50 is 6.0. (5) The small molecule is Cc1cc(SSc2cc(C)nn2-c2ccccc2)n(-c2ccccc2)n1. The target protein (P12314) has sequence MWFLTTLLLWVPVDGQVDTTKAVITLQPPWVSVFQEETVTLHCEVLHLPGSSSTQWFLNGTATQTSTPSYRITSASVNDSGEYRCQRGLSGRSDPIQLEIHRGWLLLQVSSRVFTEGEPLALRCHAWKDKLVYNVLYYRNGKAFKFFHWNSNLTILKTNISHNGTYHCSGMGKHRYTSAGISVTVKELFPAPVLNASVTSPLLEGNLVTLSCETKLLLQRPGLQLYFSFYMGSKTLRGRNTSSEYQILTARREDSGLYWCEAATEDGNVLKRSPELELQVLGLQLPTPVWFHVLFYLAVGIMFLVNTVLWVTIRKELKRKKKWDLEISLDSGHEKKVISSLQEDRHLEEELKCQEQKEEQLQEGVHRKEPQGAT. The pIC50 is 7.0. (6) The drug is CC(NC(=O)c1ccccc1C(F)(F)F)c1nnc(SCCOc2ccc(F)cc2)n1Cc1ccc(F)cc1. The target protein (P9WPA7) has sequence MSRLSEPSPYVEFDRRQWRALRMSTPLALTEEELVGLRGLGEQIDLLEVEEVYLPLARLIHLQVAARQRLFAATAEFLGEPQQNPDRPVPFIIGVAGSVAVGKSTTARVLQALLARWDHHPRVDLVTTDGFLYPNAELQRRNLMHRKGFPESYNRRALMRFVTSVKSGSDYACAPVYSHLHYDIIPGAEQVVRHPDILILEGLNVLQTGPTLMVSDLFDFSLYVDARIEDIEQWYVSRFLAMRTTAFADPESHFHHYAAFSDSQAVVAAREIWRTINRPNLVENILPTRPRATLVLRKDADHSINRLRLRKL. The pIC50 is 6.2.